From a dataset of Reaction yield outcomes from USPTO patents with 853,638 reactions. Predict the reaction yield, written as a fraction of the theoretical maximum amount of product (1.0 means a 100% yield; for example, 0.34 means a 34% yield). (1) The reactants are NC1C=CC=CC=1.F[C:9]1[CH:14]=[CH:13][CH:12]=[CH:11][C:10]=1[N+:15]([O-:17])=[O:16]. The catalyst is C(N(C(C)C)CC)(C)C. The product is [N+:15]([C:10]1[CH:11]=[CH:12][CH:13]=[CH:14][CH:9]=1)([O-:17])=[O:16]. The yield is 0.970. (2) The reactants are Cl[C:2]1[CH:3]=[CH:4][C:5]2[N:6]([C:8]([C:11]3[CH:16]=[CH:15][CH:14]=[C:13]([O:17][C:18]([F:21])([F:20])[F:19])[CH:12]=3)=[CH:9][N:10]=2)[N:7]=1.[NH2:22][CH2:23][CH:24]1[CH2:29][CH2:28][N:27]([C:30]([O:32][C:33]([CH3:36])([CH3:35])[CH3:34])=[O:31])[CH2:26][CH2:25]1.CC([O-])(C)C.[Na+]. The catalyst is C1(C)C=CC=CC=1.C1C=CC(/C=C/C(/C=C/C2C=CC=CC=2)=O)=CC=1.C1C=CC(/C=C/C(/C=C/C2C=CC=CC=2)=O)=CC=1.C1C=CC(/C=C/C(/C=C/C2C=CC=CC=2)=O)=CC=1.[Pd].[Pd]. The product is [F:19][C:18]([F:21])([F:20])[O:17][C:13]1[CH:12]=[C:11]([C:8]2[N:6]3[N:7]=[C:2]([NH:22][CH2:23][CH:24]4[CH2:29][CH2:28][N:27]([C:30]([O:32][C:33]([CH3:36])([CH3:35])[CH3:34])=[O:31])[CH2:26][CH2:25]4)[CH:3]=[CH:4][C:5]3=[N:10][CH:9]=2)[CH:16]=[CH:15][CH:14]=1. The yield is 0.536. (3) The reactants are [NH2:1][C@H:2]([C:10]([OH:12])=[O:11])[CH2:3][C:4]1[CH:9]=[CH:8][CH:7]=[CH:6][CH:5]=1.C(=O)([O-])[O-].[K+].[K+].[CH2:19](Br)[C:20]1[CH:25]=[CH:24][CH:23]=[CH:22][CH:21]=1.C(=O)([O-])O.[Na+]. The catalyst is O.CO. The product is [CH2:19]([N:1]([CH2:3][C:4]1[CH:9]=[CH:8][CH:7]=[CH:6][CH:5]=1)[C@H:2]([C:10]([OH:12])=[O:11])[CH2:3][C:4]1[CH:9]=[CH:8][CH:7]=[CH:6][CH:5]=1)[C:20]1[CH:25]=[CH:24][CH:23]=[CH:22][CH:21]=1. The yield is 0.850. (4) The reactants are [C:1]([O:5][C:6]([NH:8][C@H:9]1[CH2:23][CH2:22][N:21]([S:24]([C:27]2[CH:32]=[CH:31][CH:30]=[CH:29][C:28]=2[N+:33]([O-:35])=[O:34])(=[O:26])=[O:25])[CH2:20][CH2:19][CH:18]=[CH:17][C@@H:16]2[CH2:36][C@@:15]2([C:37](O)=[O:38])[NH:14][C:13](=[O:40])[C@@H:12]2[CH2:41][C@@H:42]([O:44][C:45]([N:47]3[CH2:55][C:54]4[C:49](=[CH:50][CH:51]=[CH:52][C:53]=4[F:56])[CH2:48]3)=[O:46])[CH2:43][N:11]2[C:10]1=[O:57])=[O:7])([CH3:4])([CH3:3])[CH3:2].N1(C(N2C=CN=C2)=O)C=CN=C1.[CH:70]1([S:73]([NH2:76])(=[O:75])=[O:74])[CH2:72][CH2:71]1.C1CCN2C(=NCCC2)CC1.S([O-])(O)(=O)=O.[K+]. The catalyst is C1(C)C=CC=CC=1.O. The product is [F:56][C:53]1[CH:52]=[CH:51][CH:50]=[C:49]2[C:54]=1[CH2:55][N:47]([C:45]([O:44][C@H:42]1[CH2:43][N:11]3[C@H:12]([C:13](=[O:40])[NH:14][C@:15]4([C:37](=[O:38])[NH:76][S:73]([CH:70]5[CH2:72][CH2:71]5)(=[O:75])=[O:74])[CH2:36][C@H:16]4[CH:17]=[CH:18][CH2:19][CH2:20][N:21]([S:24]([C:27]4[CH:32]=[CH:31][CH:30]=[CH:29][C:28]=4[N+:33]([O-:35])=[O:34])(=[O:26])=[O:25])[CH2:22][CH2:23][C@H:9]([NH:8][C:6]([O:5][C:1]([CH3:4])([CH3:3])[CH3:2])=[O:7])[C:10]3=[O:57])[CH2:41]1)=[O:46])[CH2:48]2. The yield is 0.510. (5) The reactants are [CH2:1]([N:3]([CH2:21][CH3:22])[CH2:4][CH2:5][NH:6][C:7]([C:9]1[CH:10]=[C:11]([I:20])[CH:12]=[C:13]2[C:18]=1[NH:17][CH:16]=[CH:15][C:14]2=O)=[O:8])[CH3:2].[Cl:23]C1C2C(=CC=C(I)C=2)N=CC=1C(NCCN(CC)CC)=O. No catalyst specified. The product is [Cl:23][C:14]1[C:13]2[C:18](=[C:9]([C:7]([NH:6][CH2:5][CH2:4][N:3]([CH2:21][CH3:22])[CH2:1][CH3:2])=[O:8])[CH:10]=[C:11]([I:20])[CH:12]=2)[N:17]=[CH:16][CH:15]=1. The yield is 0.730.